Dataset: Forward reaction prediction with 1.9M reactions from USPTO patents (1976-2016). Task: Predict the product of the given reaction. The product is: [Cl:1][C:2]1[N:7]2[N:8]=[C:9]([C:11]3[CH:20]=[CH:19][C:18]4[CH2:17][CH2:16][CH2:15][CH2:14][C:13]=4[CH:12]=3)[CH:10]=[C:6]2[N:5]=[C:4]([CH3:21])[C:3]=1[C@H:22]([OH:27])[C:23]([O:25][CH3:26])=[O:24]. Given the reactants [Cl:1][C:2]1[N:7]2[N:8]=[C:9]([C:11]3[CH:20]=[CH:19][C:18]4[CH2:17][CH2:16][CH2:15][CH2:14][C:13]=4[CH:12]=3)[CH:10]=[C:6]2[N:5]=[C:4]([CH3:21])[C:3]=1[C:22](=[O:27])[C:23]([O:25][CH3:26])=[O:24].CB1N2CCC[C@@H]2C(C2C=CC=CC=2)(C2C=CC=CC=2)O1.C1(C)C=CC=CC=1.C1COCC1, predict the reaction product.